This data is from Full USPTO retrosynthesis dataset with 1.9M reactions from patents (1976-2016). The task is: Predict the reactants needed to synthesize the given product. Given the product [CH3:37][C:17]1[CH:22]=[CH:21][C:20]([S:23]([O:14][CH2:13][N:10]2[CH:11]=[CH:12][C:8]([C:7]([F:6])([F:15])[F:16])=[N:9]2)(=[O:25])=[O:24])=[CH:19][CH:18]=1, predict the reactants needed to synthesize it. The reactants are: O1CCCC1.[F:6][C:7]([F:16])([F:15])[C:8]1[CH:12]=[CH:11][N:10]([CH2:13][OH:14])[N:9]=1.[C:17]1([CH3:37])[CH:22]=[CH:21][C:20]([S:23](O[S:23]([C:20]2[CH:21]=[CH:22][C:17]([CH3:37])=[CH:18][CH:19]=2)(=[O:25])=[O:24])(=[O:25])=[O:24])=[CH:19][CH:18]=1.C(N(CC)CC)C.